Dataset: Forward reaction prediction with 1.9M reactions from USPTO patents (1976-2016). Task: Predict the product of the given reaction. (1) Given the reactants [N+:1]([C:4]1[CH:9]=[CH:8][C:7]([C@@H:10]2[CH2:16][C@@H:15]3[C@H:11]2[CH2:12][N:13]([C:17](=[O:20])[CH2:18][CH3:19])[CH2:14]3)=[CH:6][CH:5]=1)([O-])=O.O, predict the reaction product. The product is: [NH2:1][C:4]1[CH:5]=[CH:6][C:7]([C@@H:10]2[CH2:16][C@@H:15]3[C@H:11]2[CH2:12][N:13]([C:17](=[O:20])[CH2:18][CH3:19])[CH2:14]3)=[CH:8][CH:9]=1. (2) Given the reactants C([O:3][C:4]([C:6]1[N:10]([CH2:11][CH3:12])[N:9]=[CH:8][C:7]=1[CH2:13][N:14]1[CH2:18][CH:17]2[CH2:19][N:20]([C:22]([O:24][CH:25]([C:30]([F:33])([F:32])[F:31])[C:26]([F:29])([F:28])[F:27])=[O:23])[CH2:21][CH:16]2[CH2:15]1)=[O:5])C.O1CCOCC1.[OH-].[Na+].Cl, predict the reaction product. The product is: [CH2:11]([N:10]1[C:6]([C:4]([OH:5])=[O:3])=[C:7]([CH2:13][N:14]2[CH2:15][CH:16]3[CH:17]([CH2:19][N:20]([C:22]([O:24][CH:25]([C:30]([F:32])([F:33])[F:31])[C:26]([F:27])([F:28])[F:29])=[O:23])[CH2:21]3)[CH2:18]2)[CH:8]=[N:9]1)[CH3:12]. (3) Given the reactants [CH3:1][C:2]1[N:7]=[CH:6][C:5]([O:8][C:9]([CH3:14])([CH3:13])[C:10]([OH:12])=O)=[CH:4][CH:3]=1.Cl.[Cl:16][C:17]1[CH:22]=[CH:21][C:20]([CH:23]([CH2:27][C:28]2[CH:33]=[CH:32][C:31]([Cl:34])=[CH:30][CH:29]=2)[CH:24]([NH2:26])[CH3:25])=[CH:19][CH:18]=1, predict the reaction product. The product is: [Cl:16][C:17]1[CH:22]=[CH:21][C:20]([CH:23]([CH2:27][C:28]2[CH:29]=[CH:30][C:31]([Cl:34])=[CH:32][CH:33]=2)[CH:24]([NH:26][C:10](=[O:12])[C:9]([O:8][C:5]2[CH:6]=[N:7][C:2]([CH3:1])=[CH:3][CH:4]=2)([CH3:14])[CH3:13])[CH3:25])=[CH:19][CH:18]=1. (4) Given the reactants [C:1]([O:5][C:6]([NH:8][CH2:9][C@H:10]1[CH2:15][CH2:14][C@H:13]([C:16]([NH:18][C@H:19]([C:37](=[O:50])[NH:38][C:39]2[CH:44]=[CH:43][C:42]([C:45]3[N:46]=[N:47][NH:48][N:49]=3)=[CH:41][CH:40]=2)[CH2:20][C:21]2[CH:26]=[CH:25][C:24]([C:27]3[CH:32]=[CH:31][C:30]([C:33]([OH:35])=O)=[CH:29][C:28]=3[CH3:36])=[CH:23][CH:22]=2)=[O:17])[CH2:12][CH2:11]1)=[O:7])([CH3:4])([CH3:3])[CH3:2].[CH3:51][O:52][CH2:53][CH2:54][O:55][CH2:56][CH2:57][O:58][CH2:59][CH2:60][O:61][CH2:62][CH2:63][NH2:64].F[P-](F)(F)(F)(F)F.CN(C(ON1C2=NC=CC=C2N=N1)=[N+](C)C)C.C(N(CC)C(C)C)(C)C, predict the reaction product. The product is: [CH3:36][C:28]1[CH:29]=[C:30]([C:33](=[O:35])[NH:64][CH2:63][CH2:62][O:61][CH2:60][CH2:59][O:58][CH2:57][CH2:56][O:55][CH2:54][CH2:53][O:52][CH3:51])[CH:31]=[CH:32][C:27]=1[C:24]1[CH:25]=[CH:26][C:21]([CH2:20][C@H:19]([NH:18][C:16]([C@H:13]2[CH2:12][CH2:11][C@H:10]([CH2:9][NH:8][C:6](=[O:7])[O:5][C:1]([CH3:2])([CH3:4])[CH3:3])[CH2:15][CH2:14]2)=[O:17])[C:37](=[O:50])[NH:38][C:39]2[CH:44]=[CH:43][C:42]([C:45]3[N:46]=[N:47][NH:48][N:49]=3)=[CH:41][CH:40]=2)=[CH:22][CH:23]=1. (5) The product is: [C:44]([O:48][C:31](=[O:34])[NH:26][CH:16]1[CH2:17][C:18](=[O:19])[N:14]([C:11]2[CH:12]=[CH:13][C:8]([O:7][CH2:6][C:5]3[CH:4]=[CH:3][C:2]([F:1])=[CH:24][CH:23]=3)=[CH:9][CH:10]=2)[CH2:15]1)([CH3:47])([CH3:46])[CH3:45]. Given the reactants [F:1][C:2]1[CH:24]=[CH:23][C:5]([CH2:6][O:7][C:8]2[CH:13]=[CH:12][C:11]([N:14]3[C:18](=[O:19])[CH2:17][CH:16](C(O)=O)[CH2:15]3)=[CH:10][CH:9]=2)=[CH:4][CH:3]=1.C[N:26]1[CH2:31]COCC1.ClC(OCC(C)C)=[O:34].[N-]=[N+]=[N-].[Na+].[C:44]([OH:48])([CH3:47])([CH3:46])[CH3:45], predict the reaction product.